Dataset: Reaction yield outcomes from USPTO patents with 853,638 reactions. Task: Predict the reaction yield, written as a fraction of the theoretical maximum amount of product (1.0 means a 100% yield; for example, 0.34 means a 34% yield). (1) The reactants are [C:1]1([C:6]2[NH:7][C:8]3[CH:9]=[CH:10][CH:11]=[C:12]([OH:15])[C:13]=3[CH:14]=2)[CH2:5][CH2:4][CH2:3][CH:2]=1.C(=O)([O-])[O-].[Cs+].[Cs+].Cl.Cl[CH2:24][CH2:25][N:26]1[CH2:31][CH2:30][O:29][CH2:28][CH2:27]1.[Na+].[I-]. The catalyst is CC#N. The product is [C:1]1([C:6]2[NH:7][C:8]3[C:13]([CH:14]=2)=[C:12]([O:15][CH2:24][CH2:25][N:26]2[CH2:31][CH2:30][O:29][CH2:28][CH2:27]2)[CH:11]=[CH:10][CH:9]=3)[CH2:5][CH2:4][CH2:3][CH:2]=1. The yield is 0.520. (2) The reactants are N1CCC(CNC(=O)[O:10][C:11]([CH3:14])([CH3:13])[CH3:12])CC1.[Cl:16][C:17]1[N:18]=[N:19][C:20](Cl)=[C:21]([CH3:24])[C:22]=1[CH3:23].[CH:26]([N:29](CC)C(C)C)(C)[CH3:27].[CH3:35][N:36]1[C:40](=[O:41])[CH2:39][CH2:38][CH2:37]1. No catalyst specified. The product is [Cl:16][C:17]1[N:18]=[N:19][C:20]([N:29]2[CH2:26][CH2:27][CH:37]([N:36]([CH3:35])[C:40](=[O:41])[O:10][C:11]([CH3:14])([CH3:13])[CH3:12])[CH2:38][CH2:39]2)=[C:21]([CH3:24])[C:22]=1[CH3:23]. The yield is 0.300. (3) The reactants are Cl[C:2]1[CH:7]=[CH:6][N:5]=[C:4]2[CH:8]=[C:9]([C:11]3[N:12]=[CH:13][N:14]([CH3:16])[CH:15]=3)[S:10][C:3]=12.Cl.[CH3:18][NH2:19].[OH-].[Na+]. The catalyst is C(O)(C)C.O. The product is [CH3:18][NH:19][C:2]1[CH:7]=[CH:6][N:5]=[C:4]2[CH:8]=[C:9]([C:11]3[N:12]=[CH:13][N:14]([CH3:16])[CH:15]=3)[S:10][C:3]=12. The yield is 0.990. (4) The reactants are [CH2:1]([O:3][CH:4]([O:15][CH2:16][CH3:17])[CH2:5][NH:6][C:7]1[CH:8]=[C:9]([CH:12]=[CH:13][CH:14]=1)[C:10]#[N:11])[CH3:2].[H-].[Na+].[CH3:20]I.[NH4+].[Cl-]. The catalyst is CN(C=O)C. The product is [CH2:1]([O:3][CH:4]([O:15][CH2:16][CH3:17])[CH2:5][N:6]([CH3:20])[C:7]1[CH:8]=[C:9]([CH:12]=[CH:13][CH:14]=1)[C:10]#[N:11])[CH3:2]. The yield is 0.730. (5) The reactants are [Br:1][C:2]1[CH:3]=[C:4]([S:8](Cl)(=[O:10])=[O:9])[CH:5]=[CH:6][CH:7]=1.[CH3:12][NH2:13]. The catalyst is C1COCC1. The product is [CH3:12][NH:13][S:8]([C:4]1[CH:5]=[CH:6][CH:7]=[C:2]([Br:1])[CH:3]=1)(=[O:10])=[O:9]. The yield is 0.990. (6) The reactants are [NH2:1][C:2]1[N:3]([CH3:26])[C:4](=[O:25])[C:5]([C:17]2[CH:18]=[C:19]([CH:22]=[CH:23][CH:24]=2)[CH:20]=O)([C:7]2[CH:12]=[CH:11][C:10]([O:13][CH:14]([F:16])[F:15])=[CH:9][CH:8]=2)[N:6]=1.[CH2:27]([NH2:30])[CH2:28][CH3:29].[BH4-].[Na+].[OH-].[Na+]. The catalyst is CO. The product is [NH2:1][C:2]1[N:3]([CH3:26])[C:4](=[O:25])[C:5]([C:7]2[CH:12]=[CH:11][C:10]([O:13][CH:14]([F:16])[F:15])=[CH:9][CH:8]=2)([C:17]2[CH:24]=[CH:23][CH:22]=[C:19]([CH2:20][NH:30][CH2:27][CH2:28][CH3:29])[CH:18]=2)[N:6]=1. The yield is 0.780.